Predict the reaction yield, written as a fraction of the theoretical maximum amount of product (1.0 means a 100% yield; for example, 0.34 means a 34% yield). From a dataset of Reaction yield outcomes from USPTO patents with 853,638 reactions. (1) The reactants are [F:1][C:2]1[CH:3]=[C:4]2[C:8](=[C:9]([F:11])[CH:10]=1)[NH:7][CH:6]=[CH:5]2.[CH:12]([Si:15]([CH:20]([CH3:22])[CH3:21])([CH:17]([CH3:19])[CH3:18])Cl)([CH3:14])[CH3:13].[NH4+].[Cl-].CCOCC. The yield is 0.740. The product is [F:1][C:2]1[CH:3]=[C:4]2[C:8](=[C:9]([F:11])[CH:10]=1)[N:7]([Si:15]([CH:20]([CH3:22])[CH3:21])([CH:17]([CH3:19])[CH3:18])[CH:12]([CH3:14])[CH3:13])[CH:6]=[CH:5]2. The catalyst is C1COCC1. (2) The reactants are P(Cl)(Cl)([Cl:3])=O.[CH3:6][O:7][C:8]1[CH:13]=[CH:12][C:11]([C:14]2[N:19]=[N:18][C:17](O)=[CH:16][CH:15]=2)=[CH:10][CH:9]=1. The catalyst is O. The product is [Cl:3][C:17]1[N:18]=[N:19][C:14]([C:11]2[CH:12]=[CH:13][C:8]([O:7][CH3:6])=[CH:9][CH:10]=2)=[CH:15][CH:16]=1. The yield is 0.400. (3) The reactants are [H-].[H-].[H-].[H-].[Li+].[Al+3].[OH:7][C:8]([C:29]1[CH:34]=[CH:33][CH:32]=[CH:31][CH:30]=1)([CH:21]1[CH:26]2[CH2:27][CH2:28][N:23]([CH2:24][CH2:25]2)[CH2:22]1)[CH2:9][CH2:10][C:11]1[CH:20]=[CH:19][C:14]([C:15](OC)=[O:16])=[CH:13][CH:12]=1. The catalyst is O1CCCC1. The product is [OH:16][CH2:15][C:14]1[CH:13]=[CH:12][C:11]([CH2:10][CH2:9][C:8]([C:29]2[CH:34]=[CH:33][CH:32]=[CH:31][CH:30]=2)([CH:21]2[CH:26]3[CH2:27][CH2:28][N:23]([CH2:24][CH2:25]3)[CH2:22]2)[OH:7])=[CH:20][CH:19]=1. The yield is 0.240.